Dataset: Forward reaction prediction with 1.9M reactions from USPTO patents (1976-2016). Task: Predict the product of the given reaction. Given the reactants [Cl:1][C:2]1[CH:14]=[CH:13][C:5]([CH2:6][CH:7]2[CH2:12][CH2:11][NH:10][CH2:9][CH2:8]2)=[CH:4][CH:3]=1.[CH:15]12[O:20][CH:19]1[CH2:18][CH2:17][CH2:16]2, predict the reaction product. The product is: [Cl:1][C:2]1[CH:3]=[CH:4][C:5]([CH2:6][CH:7]2[CH2:8][CH2:9][N:10]([C@@H:18]3[CH2:17][CH2:16][CH2:15][C@H:19]3[OH:20])[CH2:11][CH2:12]2)=[CH:13][CH:14]=1.